From a dataset of Catalyst prediction with 721,799 reactions and 888 catalyst types from USPTO. Predict which catalyst facilitates the given reaction. (1) Reactant: [OH:1][CH:2]([CH2:26][N:27]1[CH2:31][CH2:30][CH2:29][CH2:28]1)[CH2:3][O:4][C:5]1[CH:14]=[C:13]2[C:8]([C:9](=[O:23])[N:10](COC(=O)C(C)(C)C)[CH:11]=[N:12]2)=[CH:7][C:6]=1[O:24][CH3:25].N. Product: [OH:1][CH:2]([CH2:26][N:27]1[CH2:31][CH2:30][CH2:29][CH2:28]1)[CH2:3][O:4][C:5]1[CH:14]=[C:13]2[C:8]([C:9](=[O:23])[NH:10][CH:11]=[N:12]2)=[CH:7][C:6]=1[O:24][CH3:25]. The catalyst class is: 5. (2) Reactant: [Si:1]([O:8][CH2:9][C@H:10]([CH2:26][CH:27]=[CH2:28])[CH2:11][C@H:12]1[CH2:16][O:15][C:14]([CH3:18])([CH3:17])[N:13]1[C:19]([O:21][C:22]([CH3:25])([CH3:24])[CH3:23])=[O:20])([C:4]([CH3:7])([CH3:6])[CH3:5])([CH3:3])[CH3:2].S(C)C.[OH-:32].[Na+].OO. Product: [Si:1]([O:8][CH2:9][C@H:10]([CH2:26][CH2:27][CH2:28][OH:32])[CH2:11][C@H:12]1[CH2:16][O:15][C:14]([CH3:17])([CH3:18])[N:13]1[C:19]([O:21][C:22]([CH3:25])([CH3:24])[CH3:23])=[O:20])([C:4]([CH3:7])([CH3:5])[CH3:6])([CH3:3])[CH3:2]. The catalyst class is: 165.